Dataset: NCI-60 drug combinations with 297,098 pairs across 59 cell lines. Task: Regression. Given two drug SMILES strings and cell line genomic features, predict the synergy score measuring deviation from expected non-interaction effect. Drug 1: C1CCC(C(C1)N)N.C(=O)(C(=O)[O-])[O-].[Pt+4]. Drug 2: C1C(C(OC1N2C=NC(=NC2=O)N)CO)O. Cell line: HL-60(TB). Synergy scores: CSS=61.2, Synergy_ZIP=4.27, Synergy_Bliss=4.82, Synergy_Loewe=2.15, Synergy_HSA=4.41.